The task is: Predict the product of the given reaction.. This data is from Forward reaction prediction with 1.9M reactions from USPTO patents (1976-2016). (1) Given the reactants [C:1]([C:3]1[CH:4]=[C:5]2[C:9](=[CH:10][CH:11]=1)[N:8]([CH2:12][C:13]1[CH:18]=[CH:17][CH:16]=[C:15]([O:19][C:20]([F:23])([F:22])[F:21])[CH:14]=1)[C:7]([C:24]([OH:26])=O)=[CH:6]2)#[N:2].[NH2:27][C@@H:28]([CH:31]([CH3:33])[CH3:32])[CH2:29][OH:30], predict the reaction product. The product is: [OH:30][CH2:29][C@@H:28]([NH:27][C:24]([C:7]1[N:8]([CH2:12][C:13]2[CH:18]=[CH:17][CH:16]=[C:15]([O:19][C:20]([F:21])([F:23])[F:22])[CH:14]=2)[C:9]2[C:5]([CH:6]=1)=[CH:4][C:3]([C:1]#[N:2])=[CH:11][CH:10]=2)=[O:26])[CH:31]([CH3:33])[CH3:32]. (2) Given the reactants [F:1][C:2]1[CH:3]=[CH:4][C:5]([C:21]([CH3:33])([CH3:32])[CH2:22][C:23]([OH:31])([C:27]([F:30])([F:29])[F:28])[CH2:24][C:25]#[CH:26])=[C:6]([CH:20]=1)[C:7]([NH:9][C@H:10]([C:12]1[CH:17]=[CH:16][C:15]([O:18][CH3:19])=[CH:14][CH:13]=1)[CH3:11])=[O:8].C([NH:41][C:42]1[C:43](I)=[CH:44][C:45]([S:48]([CH3:51])(=[O:50])=[O:49])=[N:46][CH:47]=1)(OC(C)(C)C)=O.CN1CCCC1.N12CCCN=C1CCCCC2, predict the reaction product. The product is: [CH3:51][S:48]([C:45]1[CH:44]=[C:43]2[CH:26]=[C:25]([CH2:24][C:23]([OH:31])([C:27]([F:29])([F:30])[F:28])[CH2:22][C:21]([C:5]3[CH:4]=[CH:3][C:2]([F:1])=[CH:20][C:6]=3[C:7]([NH:9][C@H:10]([C:12]3[CH:13]=[CH:14][C:15]([O:18][CH3:19])=[CH:16][CH:17]=3)[CH3:11])=[O:8])([CH3:32])[CH3:33])[NH:41][C:42]2=[CH:47][N:46]=1)(=[O:50])=[O:49]. (3) Given the reactants [CH3:1][C:2]([C:6]1[CH:11]=[CH:10][C:9]([CH2:12][C:13]2[C:22]3[C:17](=[CH:18][CH:19]=[C:20](B4OC(C)(C)C(C)(C)O4)[CH:21]=3)[N:16]=[CH:15][C:14]=2[N+:32]([O-:34])=[O:33])=[CH:8][CH:7]=1)([CH3:5])[C:3]#[N:4].Br[C:36]1[CH:41]=[CH:40][CH:39]=[C:38]([O:42][CH3:43])[N:37]=1.C([O-])([O-])=O.[Na+].[Na+].C1(C)C=CC=CC=1, predict the reaction product. The product is: [CH3:43][O:42][C:38]1[N:37]=[C:36]([C:20]2[CH:21]=[C:22]3[C:17](=[CH:18][CH:19]=2)[N:16]=[CH:15][C:14]([N+:32]([O-:34])=[O:33])=[C:13]3[CH2:12][C:9]2[CH:8]=[CH:7][C:6]([C:2]([CH3:1])([CH3:5])[C:3]#[N:4])=[CH:11][CH:10]=2)[CH:41]=[CH:40][CH:39]=1. (4) Given the reactants COC1C=C(OC)C=CC=1C[N:6]([CH2:16][C:17]1[CH:22]=[CH:21][C:20]([C:23]([CH3:29])([CH3:28])[CH2:24][CH2:25][CH2:26][CH3:27])=[CH:19][CH:18]=1)[S:7]([C:10]1[CH:15]=[CH:14][N:13]=[CH:12][CH:11]=1)(=[O:9])=[O:8].FC(F)(F)C(O)=O, predict the reaction product. The product is: [CH3:29][C:23]([C:20]1[CH:21]=[CH:22][C:17]([CH2:16][NH:6][S:7]([C:10]2[CH:11]=[CH:12][N:13]=[CH:14][CH:15]=2)(=[O:8])=[O:9])=[CH:18][CH:19]=1)([CH3:28])[CH2:24][CH2:25][CH2:26][CH3:27]. (5) Given the reactants Br[C:2]1[O:6][C:5]([CH:7]([N:9]2[CH2:14][CH2:13][O:12][CH2:11][CH2:10]2)[CH3:8])=[CH:4][CH:3]=1.C(C[C:19]1[CH:24]=[CH:23][C:22](B(O)O)=[CH:21][CH:20]=1)(O)=O.[C:28]([O-:31])([O-])=[O:29].[Na+].[Na+].[C:34]1(C)C=CC=CC=1, predict the reaction product. The product is: [CH3:34][O:31][C:28](=[O:29])[C:19]1[CH:24]=[CH:23][C:22]([C:2]2[O:6][C:5]([CH:7]([N:9]3[CH2:14][CH2:13][O:12][CH2:11][CH2:10]3)[CH3:8])=[CH:4][CH:3]=2)=[CH:21][CH:20]=1. (6) The product is: [F:12][C:13]1[CH:14]=[C:15]([C:19]2[CH:27]=[CH:26][C:22]([C:23]([NH:1][C:2]3[CH:11]=[C:10]4[C:5]([CH:6]=[CH:7][CH:8]=[N:9]4)=[CH:4][CH:3]=3)=[O:24])=[CH:21][N:20]=2)[CH:16]=[CH:17][CH:18]=1. Given the reactants [NH2:1][C:2]1[CH:11]=[C:10]2[C:5]([CH:6]=[CH:7][CH:8]=[N:9]2)=[CH:4][CH:3]=1.[F:12][C:13]1[CH:14]=[C:15]([C:19]2[CH:27]=[CH:26][C:22]([C:23](O)=[O:24])=[CH:21][N:20]=2)[CH:16]=[CH:17][CH:18]=1, predict the reaction product.